This data is from Forward reaction prediction with 1.9M reactions from USPTO patents (1976-2016). The task is: Predict the product of the given reaction. Given the reactants [CH:1]([N:4]1[CH:8]=[C:7]([C:9]2[CH:10]=[C:11]([CH:20]=[CH:21][CH:22]=2)[CH2:12][CH2:13][O:14][CH2:15][CH2:16][C:17]([OH:19])=O)[CH:6]=[N:5]1)([CH3:3])[CH3:2].[CH3:23][O:24][CH:25]([O:33][CH3:34])[CH2:26][NH:27][C@@H:28]([CH:30]([CH3:32])[CH3:31])[CH3:29], predict the reaction product. The product is: [CH3:23][O:24][CH:25]([O:33][CH3:34])[CH2:26][N:27]([C@@H:28]([CH:30]([CH3:31])[CH3:32])[CH3:29])[C:17](=[O:19])[CH2:16][CH2:15][O:14][CH2:13][CH2:12][C:11]1[CH:20]=[CH:21][CH:22]=[C:9]([C:7]2[CH:6]=[N:5][N:4]([CH:1]([CH3:2])[CH3:3])[CH:8]=2)[CH:10]=1.